From a dataset of Full USPTO retrosynthesis dataset with 1.9M reactions from patents (1976-2016). Predict the reactants needed to synthesize the given product. (1) Given the product [Cl:1][C:2]1[CH:3]=[CH:4][C:5]([O:17][CH2:18][C:19]2[CH:24]=[CH:23][CH:22]=[CH:21][CH:20]=2)=[C:6]([CH2:8][N:9]2[C:13]([CH3:14])=[CH:12][C:11]([C:15]3[NH:37][C:30]4[CH:35]=[CH:34][CH:33]=[CH:32][C:31]=4[N:36]=3)=[N:10]2)[CH:7]=1, predict the reactants needed to synthesize it. The reactants are: [Cl:1][C:2]1[CH:3]=[CH:4][C:5]([O:17][CH2:18][C:19]2[CH:24]=[CH:23][CH:22]=[CH:21][CH:20]=2)=[C:6]([CH2:8][N:9]2[C:13]([CH3:14])=[CH:12][C:11]([CH:15]=O)=[N:10]2)[CH:7]=1.S(=O)(O)[O-].[Na+].[C:30]1([NH2:37])[CH:35]=[CH:34][CH:33]=[CH:32][C:31]=1[NH2:36].C(OCC)C. (2) Given the product [N:1]1[C:10]2[C:5](=[CH:6][C:7]([CH2:11][NH2:12])=[CH:8][CH:9]=2)[CH:4]=[CH:3][CH:2]=1, predict the reactants needed to synthesize it. The reactants are: [N:1]1[C:10]2[C:5](=[CH:6][C:7]([C:11]#[N:12])=[CH:8][CH:9]=2)[CH:4]=[CH:3][CH:2]=1. (3) Given the product [NH2:24][C:20]1[C:21]([CH3:23])=[C:22]2[C:14]([CH:11]3[CH2:12][CH2:13][N:8]([C:6]([CH:1]4[CH2:2][CH2:3][CH2:4][CH2:5]4)=[O:7])[C:9]([CH3:28])([CH3:29])[CH2:10]3)=[CH:15][N:16]([CH3:27])[C:17]2=[N:18][CH:19]=1, predict the reactants needed to synthesize it. The reactants are: [CH:1]1([C:6]([N:8]2[CH2:13][CH:12]=[C:11]([C:14]3[C:22]4[C:17](=[N:18][CH:19]=[C:20]([N+:24]([O-])=O)[C:21]=4[CH3:23])[N:16]([CH3:27])[CH:15]=3)[CH2:10][C:9]2([CH3:29])[CH3:28])=[O:7])[CH2:5][CH2:4][CH2:3][CH2:2]1. (4) Given the product [F:32][C:33]([F:38])([F:37])[C:34]([OH:36])=[O:35].[CH3:6][NH:7][C@@H:8]([CH3:9])[C:10]([NH:11][CH2:12][C:13]1[CH:14]=[C:15]([C:19]2[CH:20]=[CH:21][C:22]([C:25]([F:26])([F:27])[F:28])=[CH:23][CH:24]=2)[CH:16]=[CH:17][CH:18]=1)=[O:29], predict the reactants needed to synthesize it. The reactants are: C(O[C:6](=O)[N:7](C)[C@H:8]([C:10](=[O:29])[NH:11][CH2:12][C:13]1[CH:14]=[C:15]([C:19]2[CH:24]=[CH:23][C:22]([C:25]([F:28])([F:27])[F:26])=[CH:21][CH:20]=2)[CH:16]=[CH:17][CH:18]=1)[CH3:9])(C)(C)C.[F:32][C:33]([F:38])([F:37])[C:34]([OH:36])=[O:35]. (5) Given the product [NH:1]1[C:9]2[C:4](=[CH:5][CH:6]=[CH:7][CH:8]=2)[C:3](/[CH:10]=[CH:11]/[C:12]2[CH:17]=[CH:16][CH:15]=[CH:14][C:13]=2[NH:18][C:25]([C:20]2[CH:21]=[N:22][CH:23]=[CH:24][N:19]=2)=[O:26])=[N:2]1, predict the reactants needed to synthesize it. The reactants are: [NH:1]1[C:9]2[C:4](=[CH:5][CH:6]=[CH:7][CH:8]=2)[C:3](/[CH:10]=[CH:11]/[C:12]2[CH:17]=[CH:16][CH:15]=[CH:14][C:13]=2[NH2:18])=[N:2]1.[N:19]1[CH:24]=[CH:23][N:22]=[CH:21][C:20]=1[C:25](O)=[O:26].O.ON1C2C=CC=CC=2N=N1.CN1CCOCC1.C(Cl)CCl.C(=O)([O-])O.[Na+]. (6) Given the product [C:42]([CH2:9][NH:8][C:6]1[S:7][C:3]([C:25]2[CH:24]=[CH:23][C:22]([CH2:21][C@H:16]([O:15][CH2:13][CH3:14])[C:17]([O:19][CH3:20])=[O:18])=[CH:27][CH:26]=2)=[CH:4][N:5]=1)(=[O:43])[CH3:41], predict the reactants needed to synthesize it. The reactants are: [Cl-].Br[C:3]1[S:7][C:6]([N:8](C)[C:9](=O)C)=[N:5][CH:4]=1.[CH2:13]([O:15][C@@H:16]([CH2:21][C:22]1[CH:27]=[CH:26][C:25](B2OC(C)(C)C(C)(C)O2)=[CH:24][CH:23]=1)[C:17]([O:19][CH3:20])=[O:18])[CH3:14].[F-].[Cs+].CO[CH2:41][CH2:42][O:43]C. (7) The reactants are: [N:1]([C:4]1[C:9]([C:10](=[O:44])[CH2:11][N:12]([CH2:35][C:36]2[CH:41]=[C:40]([F:42])[CH:39]=[C:38]([F:43])[CH:37]=2)[C:13]([C:15]2[CH:16]=[N:17][N:18]([C@H:24]3[CH2:29][CH2:28][C@H:27]([C:30]([O:32][CH2:33][CH3:34])=[O:31])[CH2:26][CH2:25]3)[C:19]=2[C:20]([F:23])([F:22])[F:21])=[O:14])=[C:8]([Cl:45])[CH:7]=[CH:6][N:5]=1)=[N+]=[N-].P(C)(C)C.O. Given the product [NH2:1][C:4]1[C:9]([C:10](=[O:44])[CH2:11][N:12]([CH2:35][C:36]2[CH:41]=[C:40]([F:42])[CH:39]=[C:38]([F:43])[CH:37]=2)[C:13]([C:15]2[CH:16]=[N:17][N:18]([C@H:24]3[CH2:29][CH2:28][C@H:27]([C:30]([O:32][CH2:33][CH3:34])=[O:31])[CH2:26][CH2:25]3)[C:19]=2[C:20]([F:23])([F:22])[F:21])=[O:14])=[C:8]([Cl:45])[CH:7]=[CH:6][N:5]=1, predict the reactants needed to synthesize it.